Dataset: Forward reaction prediction with 1.9M reactions from USPTO patents (1976-2016). Task: Predict the product of the given reaction. (1) The product is: [OH:27][C@@H:24]1[CH2:25][CH2:26][N:22]([C:3]2[C:2]([C:36]3[NH:37][CH:38]=[CH:39][CH:40]=3)=[CH:21][C:6]([C:7]([NH:9][C:10]3[CH:15]=[CH:14][C:13]([S:16][C:17]([F:20])([F:19])[F:18])=[CH:12][CH:11]=3)=[O:8])=[CH:5][N:4]=2)[CH2:23]1. Given the reactants Br[C:2]1[C:3]([N:22]2[CH2:26][CH2:25][C@@H:24]([OH:27])[CH2:23]2)=[N:4][CH:5]=[C:6]([CH:21]=1)[C:7]([NH:9][C:10]1[CH:15]=[CH:14][C:13]([S:16][C:17]([F:20])([F:19])[F:18])=[CH:12][CH:11]=1)=[O:8].CC1(C)C(C)(C)OB([C:36]2[N:37](C(OC(C)(C)C)=O)[CH:38]=[CH:39][CH:40]=2)O1.C([O-])([O-])=O.[Na+].[Na+].COCCOC, predict the reaction product. (2) Given the reactants Cl[C:2]1[CH:7]=[C:6]([Cl:8])[N:5]=[C:4]([NH2:9])[N:3]=1.[Cl:10][C:11]1[CH:16]=[CH:15][C:14]([CH2:17][CH2:18][NH2:19])=[CH:13][CH:12]=1.CCN(C(C)C)C(C)C, predict the reaction product. The product is: [Cl:8][C:6]1[N:5]=[C:4]([NH2:9])[N:3]=[C:2]([NH:19][CH2:18][CH2:17][C:14]2[CH:15]=[CH:16][C:11]([Cl:10])=[CH:12][CH:13]=2)[CH:7]=1.